From a dataset of Catalyst prediction with 721,799 reactions and 888 catalyst types from USPTO. Predict which catalyst facilitates the given reaction. Product: [CH3:8][C:6]1[CH:7]=[C:2]([CH2:12][OH:13])[CH:3]=[C:4]([CH3:9])[N:5]=1. Reactant: Br[C:2]1[CH:7]=[C:6]([CH3:8])[N:5]=[C:4]([CH3:9])[CH:3]=1.C1C[O:13][CH2:12]C1.C([Li])CCC.CCCCCC.CN(C=O)C. The catalyst class is: 161.